This data is from Peptide-MHC class I binding affinity with 185,985 pairs from IEDB/IMGT. The task is: Regression. Given a peptide amino acid sequence and an MHC pseudo amino acid sequence, predict their binding affinity value. This is MHC class I binding data. (1) The peptide sequence is LQFTSLEIPR. The binding affinity (normalized) is 0.446. The MHC is HLA-A68:01 with pseudo-sequence HLA-A68:01. (2) The peptide sequence is TTIEDILPK. The MHC is HLA-A26:01 with pseudo-sequence HLA-A26:01. The binding affinity (normalized) is 0.430. (3) The peptide sequence is DLIKKSDAKR. The MHC is HLA-A31:01 with pseudo-sequence HLA-A31:01. The binding affinity (normalized) is 0.873. (4) The peptide sequence is ILARWSSFK. The MHC is HLA-A03:01 with pseudo-sequence HLA-A03:01. The binding affinity (normalized) is 0.936. (5) The peptide sequence is IPQSLSSWWTSL. The MHC is H-2-Ld with pseudo-sequence H-2-Ld. The binding affinity (normalized) is 1.00. (6) The peptide sequence is RRWIQLGLQK. The MHC is HLA-A68:02 with pseudo-sequence HLA-A68:02. The binding affinity (normalized) is 0. (7) The peptide sequence is KWMLISSELK. The MHC is HLA-A11:01 with pseudo-sequence HLA-A11:01. The binding affinity (normalized) is 0.490. (8) The peptide sequence is FRKAQIQGL. The MHC is HLA-A03:01 with pseudo-sequence HLA-A03:01. The binding affinity (normalized) is 0. (9) The peptide sequence is PSSAQTFFY. The MHC is HLA-A30:01 with pseudo-sequence HLA-A30:01. The binding affinity (normalized) is 0.